Dataset: Full USPTO retrosynthesis dataset with 1.9M reactions from patents (1976-2016). Task: Predict the reactants needed to synthesize the given product. (1) Given the product [Cl:1][C:2]1[CH:7]=[CH:6][C:5]([C:16]#[C:15][Si:17]([CH3:20])([CH3:19])[CH3:18])=[CH:4][C:3]=1[CH2:9][NH:10][C:11](=[O:14])[O:12][CH3:13], predict the reactants needed to synthesize it. The reactants are: [Cl:1][C:2]1[CH:7]=[CH:6][C:5](I)=[CH:4][C:3]=1[CH2:9][NH:10][C:11](=[O:14])[O:12][CH3:13].[C:15]([Si:17]([CH3:20])([CH3:19])[CH3:18])#[CH:16].C1(P(C2C=CC=CC=2)C2C=CC=CC=2)C=CC=CC=1. (2) Given the product [CH:1]1([N:5]2[CH2:14][CH2:13][C:12]3[C:7](=[CH:8][C:9]([NH2:15])=[CH:10][CH:11]=3)[CH2:6]2)[CH2:4][CH2:3][CH2:2]1, predict the reactants needed to synthesize it. The reactants are: [CH:1]1([N:5]2[CH2:14][CH2:13][C:12]3[C:7](=[CH:8][C:9]([N+:15]([O-])=O)=[CH:10][CH:11]=3)[CH2:6]2)[CH2:4][CH2:3][CH2:2]1. (3) Given the product [C:19]([O:23][C:24]([N:26]1[CH2:32][CH2:31][CH2:30][N:29]([C:33]2[CH:38]=[CH:37][C:36]([N:39]3[CH:12]=[CH:11][C:10]4[C:15](=[CH:16][CH:17]=[C:8]([O:7][CH2:6][C@@H:2]5[CH2:3][CH2:4][CH2:5][O:1]5)[CH:9]=4)[C:14]3=[O:18])=[CH:35][C:34]=2[O:40][CH3:41])[CH2:28][CH2:27]1)=[O:25])([CH3:22])([CH3:21])[CH3:20], predict the reactants needed to synthesize it. The reactants are: [O:1]1[CH2:5][CH2:4][CH2:3][C@H:2]1[CH2:6][O:7][C:8]1[CH:9]=[C:10]2[C:15](=[CH:16][CH:17]=1)[C:14](=[O:18])O[CH:12]=[CH:11]2.[C:19]([O:23][C:24]([N:26]1[CH2:32][CH2:31][CH2:30][N:29]([C:33]2[CH:38]=[CH:37][C:36]([NH2:39])=[CH:35][C:34]=2[O:40][CH3:41])[CH2:28][CH2:27]1)=[O:25])([CH3:22])([CH3:21])[CH3:20]. (4) Given the product [CH3:12][C:8]1[N:7]=[C:6]([C:4]2[N:23]=[C:24]([NH2:26])[S:25][C:3]=2[C:13]2[CH:14]=[C:15]3[C:20](=[CH:21][CH:22]=2)[N:19]=[CH:18][CH:17]=[CH:16]3)[CH:11]=[CH:10][CH:9]=1, predict the reactants needed to synthesize it. The reactants are: Br.Br[CH:3]([C:13]1[CH:14]=[C:15]2[C:20](=[CH:21][CH:22]=1)[N:19]=[CH:18][CH:17]=[CH:16]2)[C:4]([C:6]1[CH:11]=[CH:10][CH:9]=[C:8]([CH3:12])[N:7]=1)=O.[NH2:23][C:24]([NH2:26])=[S:25].C(=O)([O-])[O-].[K+].[K+]. (5) Given the product [OH:3][C:4]1[C:14](=[O:21])[O:18][C:19]2[C:20]([CH:5]=1)=[CH:27][CH:28]=[C:23]([CH3:29])[CH:24]=2, predict the reactants needed to synthesize it. The reactants are: [H-].[Na+].[OH:3][C:4]1C=C(C)C=C[C:5]=1C(=O)C.[C:14](=[O:21])([O:18][CH2:19][CH3:20])OCC.Cl.[C:23]1([CH3:29])[CH:28]=[CH:27]C=C[CH:24]=1. (6) Given the product [CH3:32][O:31][CH:30]([O:33][CH3:34])[CH2:29][CH2:28][CH2:27][CH2:26][O:18][C:14]1[CH:15]=[CH:16][CH:17]=[C:12]([O:11][CH2:3][CH2:4][CH2:5][CH2:6][CH2:7][CH3:8])[CH:13]=1, predict the reactants needed to synthesize it. The reactants are: [OH-].[Na+].[C:3]([O:11][C:12]1[CH:17]=[CH:16][CH:15]=[C:14]([O:18]CCCCCC)[CH:13]=1)(=O)[C:4]1C=[CH:8][CH:7]=[CH:6][CH:5]=1.Br[CH2:26][CH2:27][CH2:28][CH2:29][CH:30]([O:33][CH3:34])[O:31][CH3:32]. (7) The reactants are: [Cl:1][C:2]1[CH:7]=[CH:6][CH:5]=[CH:4][C:3]=1[S:8]([CH:11]1[CH2:16][CH2:15][NH:14][CH2:13][CH2:12]1)(=[O:10])=[O:9].Cl[C:18]1[C:23]([Cl:24])=[CH:22][CH:21]=[CH:20][N:19]=1. Given the product [Cl:24][C:23]1[C:18]([N:14]2[CH2:15][CH2:16][CH:11]([S:8]([C:3]3[CH:4]=[CH:5][CH:6]=[CH:7][C:2]=3[Cl:1])(=[O:9])=[O:10])[CH2:12][CH2:13]2)=[N:19][CH:20]=[CH:21][CH:22]=1, predict the reactants needed to synthesize it. (8) Given the product [CH2:1]([O:8][C:9]1[CH:14]=[CH:13][C:12]([CH2:15][CH2:16][CH2:17][NH2:19])=[CH:11][C:10]=1[O:20][CH3:21])[C:2]1[CH:7]=[CH:6][CH:5]=[CH:4][CH:3]=1, predict the reactants needed to synthesize it. The reactants are: [CH2:1]([O:8][C:9]1[CH:14]=[CH:13][C:12]([CH2:15][CH2:16][C:17]([NH2:19])=O)=[CH:11][C:10]=1[O:20][CH3:21])[C:2]1[CH:7]=[CH:6][CH:5]=[CH:4][CH:3]=1.[H-].[H-].[H-].[H-].[Li+].[Al+3].O.[H-]. (9) The reactants are: [NH2:1][C:2]1[CH:10]=[CH:9][C:8]([C:11]([F:14])([F:13])[F:12])=[CH:7][C:3]=1[C:4]([OH:6])=O.[CH2:15]([S:17][C:18]1[CH:25]=[CH:24][CH:23]=[CH:22][C:19]=1[CH2:20][NH2:21])[CH3:16].Cl.ClC1C=CC(S(CC)(=O)=O)=C(C=1)CN.CCN(C(C)C)C(C)C. Given the product [NH2:1][C:2]1[CH:10]=[CH:9][C:8]([C:11]([F:14])([F:13])[F:12])=[CH:7][C:3]=1[C:4]([NH:21][CH2:20][C:19]1[CH:22]=[CH:23][CH:24]=[CH:25][C:18]=1[S:17][CH2:15][CH3:16])=[O:6], predict the reactants needed to synthesize it. (10) Given the product [CH2:27]([N:34]([C:42]12[CH2:47][CH2:46][C:45]([CH:50]([C:3]3[C:2]([Cl:1])=[CH:7][N:6]=[C:5]4[N:8]([Si:11]([CH:18]([CH3:20])[CH3:19])([CH:15]([CH3:17])[CH3:16])[CH:12]([CH3:14])[CH3:13])[CH:9]=[CH:10][C:4]=34)[OH:51])([CH2:44][CH2:43]1)[CH2:48][CH2:49]2)[C:35](=[O:41])[O:36][C:37]([CH3:40])([CH3:39])[CH3:38])[C:28]1[CH:33]=[CH:32][CH:31]=[CH:30][CH:29]=1, predict the reactants needed to synthesize it. The reactants are: [Cl:1][C:2]1[C:3](I)=[C:4]2[CH:10]=[CH:9][N:8]([Si:11]([CH:18]([CH3:20])[CH3:19])([CH:15]([CH3:17])[CH3:16])[CH:12]([CH3:14])[CH3:13])[C:5]2=[N:6][CH:7]=1.[Li]CCCC.[CH2:27]([N:34]([C:42]12[CH2:49][CH2:48][C:45]([CH:50]=[O:51])([CH2:46][CH2:47]1)[CH2:44][CH2:43]2)[C:35](=[O:41])[O:36][C:37]([CH3:40])([CH3:39])[CH3:38])[C:28]1[CH:33]=[CH:32][CH:31]=[CH:30][CH:29]=1.[NH4+].[Cl-].